This data is from Peptide-MHC class I binding affinity with 185,985 pairs from IEDB/IMGT. The task is: Regression. Given a peptide amino acid sequence and an MHC pseudo amino acid sequence, predict their binding affinity value. This is MHC class I binding data. (1) The peptide sequence is NLNELVKHGL. The MHC is HLA-A02:03 with pseudo-sequence HLA-A02:03. The binding affinity (normalized) is 0.533. (2) The peptide sequence is VSVDAMIHK. The MHC is HLA-A31:01 with pseudo-sequence HLA-A31:01. The binding affinity (normalized) is 0.180. (3) The peptide sequence is CTIAPVGIF. The MHC is HLA-B08:01 with pseudo-sequence HLA-B08:01. The binding affinity (normalized) is 0.00921.